From a dataset of Reaction yield outcomes from USPTO patents with 853,638 reactions. Predict the reaction yield, written as a fraction of the theoretical maximum amount of product (1.0 means a 100% yield; for example, 0.34 means a 34% yield). (1) The reactants are [Cl:1][C:2]1[C:10]2[NH:9][N:8]=[CH:7][C:6]=2[C:5]2[CH2:11][N:12]([CH2:28][C:29]([F:32])([F:31])[F:30])[C:13](=[O:27])[C@H:14]([NH:16]C(=O)OCC3C=CC=CC=3)[CH2:15][C:4]=2[CH:3]=1.C1(OC)C=CC=CC=1.CS(O)(=O)=O.C(OCC)C. The catalyst is ClCCl. The product is [NH2:16][C@H:14]1[C:13](=[O:27])[N:12]([CH2:28][C:29]([F:30])([F:32])[F:31])[CH2:11][C:5]2[C:6]3[CH:7]=[N:8][NH:9][C:10]=3[C:2]([Cl:1])=[CH:3][C:4]=2[CH2:15]1. The yield is 0.780. (2) The reactants are [CH3:1][O:2][C:3]1[CH:8]=[C:7]([O:9][CH3:10])[CH:6]=[C:5](/[CH:11]=[CH:12]/[C:13]2[CH:14]=[CH:15][C:16]([OH:19])=[CH:17][CH:18]=2)[CH:4]=1.[N:20]1([C:32](=[O:33])[C:31]2[N:29]([CH3:30])[CH:28]=[N:27][C:26]=2[N:24]([CH3:25])[C:22]1=[O:23])[CH3:21]. The catalyst is O.C(O)(C)C. The product is [CH3:10][O:9][C:7]1[CH:8]=[C:3]([O:2][CH3:1])[CH:4]=[C:5](/[CH:11]=[CH:12]/[C:13]2[CH:14]=[CH:15][C:16]([OH:19])=[CH:17][CH:18]=2)[CH:6]=1.[N:20]1([C:32](=[O:33])[C:31]2[N:29]([CH3:30])[CH:28]=[N:27][C:26]=2[N:24]([CH3:25])[C:22]1=[O:23])[CH3:21]. The yield is 0.730. (3) The product is [NH2:10][C:11]1[CH:16]=[CH:15][C:14]([C:17]([C:25]2[CH:26]=[CH:27][C:28]([Cl:31])=[CH:29][CH:30]=2)([OH:18])[C:19]2[N:23]([CH3:24])[CH:22]=[N:21][CH:20]=2)=[CH:13][C:12]=1[C:8]([C:4]1[CH:5]=[CH:6][CH:7]=[C:2]([Cl:1])[CH:3]=1)=[O:9]. The yield is 0.490. The reactants are [Cl:1][C:2]1[CH:3]=[C:4]([C:8]2[O:9][N:10]=[C:11]3[CH:16]=[CH:15][C:14]([C:17]([C:25]4[CH:30]=[CH:29][C:28]([Cl:31])=[CH:27][CH:26]=4)([C:19]4[N:23]([CH3:24])[CH:22]=[N:21][CH:20]=4)[OH:18])=[CH:13][C:12]=23)[CH:5]=[CH:6][CH:7]=1.C([O-])([O-])=O.[K+].[K+]. The catalyst is O.C1COCC1. (4) The reactants are [NH2:1][C:2]1[C:11]2[C:6](=[C:7](Br)[CH:8]=[CH:9][CH:10]=2)[N:5]=[N:4][C:3]=1[C:13]([NH:15][CH2:16][CH2:17][CH3:18])=[O:14].[CH3:19][O:20][C:21]1[CH:22]=[N:23][CH:24]=[C:25](B2OC(C)(C)C(C)(C)O2)[CH:26]=1. No catalyst specified. The product is [NH2:1][C:2]1[C:11]2[C:6](=[C:7]([C:25]3[CH:24]=[N:23][CH:22]=[C:21]([O:20][CH3:19])[CH:26]=3)[CH:8]=[CH:9][CH:10]=2)[N:5]=[N:4][C:3]=1[C:13]([NH:15][CH2:16][CH2:17][CH3:18])=[O:14]. The yield is 0.770. (5) The reactants are Br[Zn][CH2:3][C:4]([O:6][CH2:7][CH3:8])=[O:5].[C:9](#N)[C:10]1[CH:15]=[CH:14][CH:13]=[CH:12][CH:11]=1.Cl.C(OCC)(=[O:20])C. The catalyst is C1COCC1. The product is [O:20]=[C:9]([C:10]1[CH:15]=[CH:14][CH:13]=[CH:12][CH:11]=1)[CH2:3][C:4]([O:6][CH2:7][CH3:8])=[O:5]. The yield is 0.850. (6) The reactants are [CH2:1]([C@@:4]1([C:20]2[CH:25]=[CH:24][C:23]([F:26])=[CH:22][CH:21]=2)[O:9][C:8](=[O:10])[N:7]([C@H:11]([C:13]2[CH:18]=[CH:17][C:16]([Br:19])=[CH:15][CH:14]=2)[CH3:12])[CH2:6][CH2:5]1)[CH:2]=[CH2:3].C1C[O:30]CC1. No catalyst specified. The product is [Br:19][C:16]1[CH:17]=[CH:18][C:13]([C@@H:11]([N:7]2[CH2:6][CH2:5][C@@:4]([C:20]3[CH:21]=[CH:22][C:23]([F:26])=[CH:24][CH:25]=3)([CH2:1][CH2:2][CH2:3][OH:30])[O:9][C:8]2=[O:10])[CH3:12])=[CH:14][CH:15]=1. The yield is 0.920.